From a dataset of Reaction yield outcomes from USPTO patents with 853,638 reactions. Predict the reaction yield, written as a fraction of the theoretical maximum amount of product (1.0 means a 100% yield; for example, 0.34 means a 34% yield). (1) The reactants are [Br:1][C:2]1[CH:3]=[C:4]([C:13]#[N:14])[C:5]([NH:8][CH2:9][C:10]([NH2:12])=[O:11])=[N:6][CH:7]=1.C(=O)([O-])O.[Na+]. The catalyst is C(O)C. The product is [NH2:14][C:13]1[C:4]2[C:5](=[N:6][CH:7]=[C:2]([Br:1])[CH:3]=2)[NH:8][C:9]=1[C:10]([NH2:12])=[O:11]. The yield is 0.710. (2) The reactants are [Br:1][C:2]1[CH:3]=[C:4]2[C:8](=[CH:9][CH:10]=1)[NH:7][CH2:6][CH2:5]2.[CH3:11][C:12]([O:15][C:16](O[C:16]([O:15][C:12]([CH3:14])([CH3:13])[CH3:11])=[O:17])=[O:17])([CH3:14])[CH3:13]. The catalyst is C1COCC1. The product is [C:12]([O:15][C:16]([N:7]1[C:8]2[C:4](=[CH:3][C:2]([Br:1])=[CH:10][CH:9]=2)[CH2:5][CH2:6]1)=[O:17])([CH3:14])([CH3:13])[CH3:11]. The yield is 0.950. (3) The reactants are [H-].[Na+].[NH2:3][C@@H:4]1[C:13]2[C:8](=[CH:9][CH:10]=[CH:11][CH:12]=2)[C@H:7]([OH:14])[CH2:6][CH2:5]1.F[C:16]1[CH:17]=[CH:18][C:19]2[N:20]([C:22]([C@@H:25]3[CH2:29][CH2:28][CH2:27][N:26]3[CH:30]([CH3:32])[CH3:31])=[N:23][N:24]=2)[CH:21]=1.N. The catalyst is CN(C=O)C.CO.C(Cl)Cl. The product is [CH:30]([N:26]1[CH2:27][CH2:28][CH2:29][C@H:25]1[C:22]1[N:20]2[CH:21]=[C:16]([O:14][C@H:7]3[C:8]4[C:13](=[CH:12][CH:11]=[CH:10][CH:9]=4)[C@@H:4]([NH2:3])[CH2:5][CH2:6]3)[CH:17]=[CH:18][C:19]2=[N:24][N:23]=1)([CH3:32])[CH3:31]. The yield is 0.440. (4) The reactants are FC(F)(F)S(OS(C(F)(F)F)(=O)=O)(=O)=O.[CH3:16][O:17][C:18]([C:20]1[N:24]=[C:23]([C:25]2[CH:30]=[CH:29][C:28](O)=[CH:27][N:26]=2)[N:22]([C:32]2[CH:33]=[N:34][C:35]([O:38][CH3:39])=[CH:36][CH:37]=2)[N:21]=1)=[O:19].C(=O)([O-])O.[Na+].C([Sn]([C:58]#[N:59])(CCCC)CCCC)CCC.[F-].[K+]. The catalyst is ClCCl.ClCCCl.C1C=CC([P]([Pd]([P](C2C=CC=CC=2)(C2C=CC=CC=2)C2C=CC=CC=2)([P](C2C=CC=CC=2)(C2C=CC=CC=2)C2C=CC=CC=2)[P](C2C=CC=CC=2)(C2C=CC=CC=2)C2C=CC=CC=2)(C2C=CC=CC=2)C2C=CC=CC=2)=CC=1.CO.N1C=CC=CC=1. The product is [CH3:16][O:17][C:18]([C:20]1[N:24]=[C:23]([C:25]2[CH:30]=[CH:29][C:28]([C:58]#[N:59])=[CH:27][N:26]=2)[N:22]([C:32]2[CH:33]=[N:34][C:35]([O:38][CH3:39])=[CH:36][CH:37]=2)[N:21]=1)=[O:19]. The yield is 0.560. (5) The reactants are [N+:1]([C:4]1[CH:5]=[CH:6][C:7]2[CH2:13][CH2:12][CH2:11][CH2:10][N:9]([C:14](=[O:16])[CH3:15])[C:8]=2[CH:17]=1)([O-])=O. The catalyst is CCO.[Pd]. The product is [NH2:1][C:4]1[CH:5]=[CH:6][C:7]2[CH2:13][CH2:12][CH2:11][CH2:10][N:9]([C:14](=[O:16])[CH3:15])[C:8]=2[CH:17]=1. The yield is 0.900. (6) The reactants are [N+:1]([C:4]1[CH:13]=[CH:12][C:7]2[S:8][CH2:9][CH2:10][NH:11][C:6]=2[CH:5]=1)([O-:3])=[O:2].Cl[CH2:15][C:16](Cl)=[O:17].[CH3:19][NH2:20]. The catalyst is O1CCCC1.O.C(=O)([O-])[O-].[Na+].[Na+]. The product is [CH3:19][NH:20][CH2:15][C:16]([N:11]1[CH2:10][CH2:9][S:8][C:7]2[CH:12]=[CH:13][C:4]([N+:1]([O-:3])=[O:2])=[CH:5][C:6]1=2)=[O:17]. The yield is 0.750. (7) The reactants are [Br:1][C:2]1[CH:3]=[CH:4][C:5]2[O:9][C:8]([C:10](O)=[O:11])=[C:7]([CH3:13])[C:6]=2[C:14]=1[O:15][CH3:16].B.C1COCC1. The catalyst is C1COCC1. The product is [Br:1][C:2]1[CH:3]=[CH:4][C:5]2[O:9][C:8]([CH2:10][OH:11])=[C:7]([CH3:13])[C:6]=2[C:14]=1[O:15][CH3:16]. The yield is 0.810.